This data is from Reaction yield outcomes from USPTO patents with 853,638 reactions. The task is: Predict the reaction yield, written as a fraction of the theoretical maximum amount of product (1.0 means a 100% yield; for example, 0.34 means a 34% yield). (1) The reactants are [Br:1][C:2]1[S:6][C:5]([S:7](Cl)(=[O:9])=[O:8])=[CH:4][CH:3]=1.[NH2:11][C@H:12]([CH2:17][OH:18])[C@H:13]([CH2:15][CH3:16])[CH3:14].C(N(CC)CC)C.CCOC(C)=O.CCCCCC. The catalyst is C(Cl)Cl. The product is [Br:1][C:2]1[S:6][C:5]([S:7]([NH:11][C@H:12]([CH2:17][OH:18])[C@@H:13]([CH3:14])[CH2:15][CH3:16])(=[O:9])=[O:8])=[CH:4][CH:3]=1. The yield is 0.705. (2) The reactants are [C:1]([N:3]=[C:4](OCC)[CH3:5])#[N:2].Cl.[NH2:10][CH2:11][CH2:12][C:13]1([C:32]2[CH:37]=[CH:36][CH:35]=[CH:34][CH:33]=2)[N:17]([C:18](=[O:23])[C@@H:19]([O:21][CH3:22])[CH3:20])[N:16]=[C:15]([C:24]2[CH:29]=[C:28]([F:30])[CH:27]=[CH:26][C:25]=2[F:31])[S:14]1.C(N(C(C)C)CC)(C)C. The catalyst is CCO.C([O-])([O-])=O.[Na+].[Na+]. The product is [C:1]([N:3]=[C:4]([NH:10][CH2:11][CH2:12][C:13]1([C:32]2[CH:33]=[CH:34][CH:35]=[CH:36][CH:37]=2)[N:17]([C:18](=[O:23])[C@@H:19]([O:21][CH3:22])[CH3:20])[N:16]=[C:15]([C:24]2[CH:29]=[C:28]([F:30])[CH:27]=[CH:26][C:25]=2[F:31])[S:14]1)[CH3:5])#[N:2]. The yield is 0.730. (3) The reactants are [NH:1]1[C:9]2[C:4](=[CH:5][CH:6]=[CH:7][CH:8]=2)[CH2:3][C:2]1=[O:10].[Br:11]N1C(=O)CCC1=O. The catalyst is C(#N)C. The product is [Br:11][C:6]1[CH:5]=[C:4]2[C:9](=[CH:8][CH:7]=1)[NH:1][C:2](=[O:10])[CH2:3]2. The yield is 0.900. (4) The reactants are I[C:2]1[CH:10]=[CH:9][C:5]([C:6]([OH:8])=[O:7])=[CH:4][C:3]=1[CH3:11].C([O-])(=O)C.[K+].[CH3:17][C:18]1([CH3:34])[C:22]([CH3:24])([CH3:23])[O:21][B:20]([B:20]2[O:21][C:22]([CH3:24])([CH3:23])[C:18]([CH3:34])([CH3:17])[O:19]2)[O:19]1.O. The catalyst is CN(C=O)C.C([O-])(=O)C.[Pd+2].C([O-])(=O)C. The product is [CH3:11][C:3]1[CH:4]=[C:5]([CH:9]=[CH:10][C:2]=1[B:20]1[O:21][C:22]([CH3:24])([CH3:23])[C:18]([CH3:34])([CH3:17])[O:19]1)[C:6]([OH:8])=[O:7]. The yield is 0.880.